From a dataset of NCI-60 drug combinations with 297,098 pairs across 59 cell lines. Regression. Given two drug SMILES strings and cell line genomic features, predict the synergy score measuring deviation from expected non-interaction effect. (1) Drug 1: C1C(C(OC1N2C=NC3=C2NC=NCC3O)CO)O. Drug 2: C1CCC(C(C1)N)N.C(=O)(C(=O)[O-])[O-].[Pt+4]. Cell line: SW-620. Synergy scores: CSS=26.2, Synergy_ZIP=-0.645, Synergy_Bliss=0.742, Synergy_Loewe=-11.6, Synergy_HSA=0.301. (2) Drug 1: C1=NC(=NC(=O)N1C2C(C(C(O2)CO)O)O)N. Drug 2: CN1C2=C(C=C(C=C2)N(CCCl)CCCl)N=C1CCCC(=O)O.Cl. Cell line: OVCAR3. Synergy scores: CSS=5.57, Synergy_ZIP=-1.73, Synergy_Bliss=3.19, Synergy_Loewe=-6.24, Synergy_HSA=0.910. (3) Drug 1: C1=CC(=C2C(=C1NCCNCCO)C(=O)C3=C(C=CC(=C3C2=O)O)O)NCCNCCO. Drug 2: C1=C(C(=O)NC(=O)N1)F. Cell line: A498. Synergy scores: CSS=57.1, Synergy_ZIP=-10.1, Synergy_Bliss=-11.1, Synergy_Loewe=-0.163, Synergy_HSA=1.08. (4) Drug 1: CN(C)C1=NC(=NC(=N1)N(C)C)N(C)C. Drug 2: CC1=C(C(CCC1)(C)C)C=CC(=CC=CC(=CC(=O)O)C)C. Cell line: ACHN. Synergy scores: CSS=6.72, Synergy_ZIP=-2.17, Synergy_Bliss=-3.03, Synergy_Loewe=-10.0, Synergy_HSA=-6.47. (5) Drug 1: CC1C(C(CC(O1)OC2CC(CC3=C2C(=C4C(=C3O)C(=O)C5=C(C4=O)C(=CC=C5)OC)O)(C(=O)C)O)N)O.Cl. Drug 2: C1C(C(OC1N2C=NC3=C(N=C(N=C32)Cl)N)CO)O. Cell line: TK-10. Synergy scores: CSS=10.1, Synergy_ZIP=-2.98, Synergy_Bliss=-2.95, Synergy_Loewe=-5.36, Synergy_HSA=-5.04. (6) Drug 1: C1CCC(CC1)NC(=O)N(CCCl)N=O. Drug 2: CC1=C(N=C(N=C1N)C(CC(=O)N)NCC(C(=O)N)N)C(=O)NC(C(C2=CN=CN2)OC3C(C(C(C(O3)CO)O)O)OC4C(C(C(C(O4)CO)O)OC(=O)N)O)C(=O)NC(C)C(C(C)C(=O)NC(C(C)O)C(=O)NCCC5=NC(=CS5)C6=NC(=CS6)C(=O)NCCC[S+](C)C)O. Cell line: A498. Synergy scores: CSS=7.55, Synergy_ZIP=-2.43, Synergy_Bliss=2.48, Synergy_Loewe=-2.60, Synergy_HSA=0.245.